Dataset: Experimentally validated miRNA-target interactions with 360,000+ pairs, plus equal number of negative samples. Task: Binary Classification. Given a miRNA mature sequence and a target amino acid sequence, predict their likelihood of interaction. (1) The miRNA is hsa-miR-410-3p with sequence AAUAUAACACAGAUGGCCUGU. The protein sequence of the target gene is MTSYRERSADLARFYTVTEPQRHPRGYTVYKVTARVVSRRNPEDVQEIIVWKRYSDFKKLHKELWQIHKNLFRHSELFPPFAKGIVFGRFDETVIEERRQCAEDLLQFSANIPALYNSKQLEDFFKGGIINDSSELIGPAEAHSDSLIDTFPECSTEGFSSDSDLVSLTVDVDSLAELDDGMASNQNSPIRTFGLNLSSDSSALGAVASDSEQSKTEEERESRSLFPGSLKPKLGKRDYLEKAGELIKLALKKEEEDDYEAASDFYRKGVDLLLEGVQGESSPTRREAVKRRTAEYLMRA.... Result: 0 (no interaction). (2) The miRNA is hsa-miR-6127 with sequence UGAGGGAGUGGGUGGGAGG. The protein sequence of the target gene is MKDRTQELRTAKDSDDDDDVAVTVDRDRFMDEFFEQVEEIRGFIDKIAENVEEVKRKHSAILASPNPDEKTKEELEELMSDIKKTANKVRSKLKSIEQSIEQEEGLNRSSADLRIRKTQHSTLSRKFVEVMSEYNATQSDYRERCKGRIQRQLEITGRTTTSEELEDMLESGNPAIFASGIIMDSSISKQALSEIETRHSEIIKLENSIRELHDMFMDMAMLVESQGEMIDRIEYNVEHAVDYVERAVSDTKKAVKYQSKARRKKIMIIICCVILGIVIASTVGGIFA. Result: 1 (interaction). (3) The miRNA is hsa-miR-941 with sequence CACCCGGCUGUGUGCACAUGUGC. The protein sequence of the target gene is MGDRRPQDRPRSQGMDSKPWYCDKPPSKYFAKRKHRRLRFPPVDTQNWVFVTEGMDDFRYACQSPEDTLVCRRDEFLLPKISLRGPQADRKSRKKKLLKKAALFSELSPVQPARKAFVEEVEAQLMTKHPLAMYPNLGKDMPPDLLLQVLKQLDPERKLEDAWARCEAREKTTEVPTESGKYPCGESCPRPPETPVSRLRPQLPKTPVSSRRPEPPKTRVSSLRPEPPKTRVSSLHPEPPETRASHLRVDPPETGVSHLCPEPPKTLVSSVHPEPPDTGASHLCPEPPETRVSHLHPEPP.... Result: 0 (no interaction). (4) The miRNA is hsa-miR-4669 with sequence UGUGUCCGGGAAGUGGAGGAGG. Result: 0 (no interaction). The protein sequence of the target gene is MKELSVHVRQQTRALLHKILLKKWRRKRESLLEWSIPIIIGLHMGLFSYLARNIQVLEVPPQDLGSLNEFNGSSLVVVYTPISNITQQIMNKTTFAPTMKGTRIIGVPSIEDLDEVLLHNIPDALGVIFNDSFSYQLKVLRMYGNPFLKEDLLAHCWDTHSQAFCSLSKYWERGFVALQTAINAGIIEVTTNHSVMEELMSIDGINMKTLPFIPRDLSDYEIFILFCLLYFSSFIYFASSNVTKERKQCKEVMKVMGLQDSAFWLSWGLIYVGFIFIISIFIAIIITSTQIIMMTGFLVI.... (5) The miRNA is cel-miR-253-3p with sequence UUAGUAGGCGUUGUGGGAAGGG. The protein sequence of the target gene is MKPRLIFIFFACYFLNFLPFSNQLPCSYQNPRIEDILLEVPIEHEHPHRHRRGLPSSDPTSPPVEKFAPLRIQLHYDKSIQNLTAEVQNFVNTTLLPEAVGYWENALRVRPMTTPIRLRRKCISSFYYYKQGMRNVACDKGCRERTTCGEADIPRDHLLDCLACNNTDDCKTTGELGEGVKDTDFILYVTAHDSKRCEGPETLSYAAHCQQEADFDRPIAGNVNLCPSALSVHNHDYEILTSTVKHEILHALGFSVGLYAFFRDSEGKPRTKRNRYGRPTSLNKQKGYYDWDSNTITTVL.... Result: 1 (interaction).